From a dataset of Catalyst prediction with 721,799 reactions and 888 catalyst types from USPTO. Predict which catalyst facilitates the given reaction. (1) Reactant: [CH3:1][O:2][C:3](=[O:13])[C:4]1[CH:9]=[CH:8][C:7]([NH2:10])=[C:6]([O:11][CH3:12])[CH:5]=1.CCN(CC)CC.[Cl:21][C:22]1[CH:30]=[CH:29][C:28]([F:31])=[CH:27][C:23]=1[C:24](Cl)=[O:25]. Product: [CH3:1][O:2][C:3](=[O:13])[C:4]1[CH:9]=[CH:8][C:7]([NH:10][C:24](=[O:25])[C:23]2[CH:27]=[C:28]([F:31])[CH:29]=[CH:30][C:22]=2[Cl:21])=[C:6]([O:11][CH3:12])[CH:5]=1. The catalyst class is: 4. (2) Reactant: [OH:1][CH2:2][C:3]1[CH:8]=[CH:7][C:6]([O:9][C:10](=[O:15])[C:11]([CH3:14])([CH3:13])[CH3:12])=[CH:5][CH:4]=1.C(Cl)([Cl:18])=O.C(N(CC)CC)C.C(Cl)Cl. Product: [OH:9][C:6]1[CH:7]=[CH:8][C:3]([CH:2]=[O:1])=[CH:4][CH:5]=1.[Cl-:18].[CH:2]([C:3]1[CH:4]=[CH:5][C:6]([O:9][C:10](=[O:15])[C:11]([CH3:13])([CH3:12])[CH3:14])=[CH:7][CH:8]=1)=[O:1]. The catalyst class is: 11. (3) Reactant: [NH:1]1[CH2:5][CH2:4][CH2:3][C@H:2]1[C:6]1[CH:7]=C(C2C3C(=CC=CC=3)NC=2)C=N[CH:11]=1.C(OC(N(C)[C@@H](C)[C:30]([NH:32][C@@H:33]([CH:37]1[CH2:42][CH2:41][CH2:40][CH2:39][CH2:38]1)[C:34]([OH:36])=O)=[O:31])=O)(C)(C)C.[OH2:45].[Cl-].COC1N=[C:53](OC)[N:52]=[C:51]([N+:57]2(C)[CH2:62][CH2:61]O[CH2:59][CH2:58]2)N=1.[CH2:64]1[CH2:68]O[CH2:66][CH2:65]1. Product: [C:6]([O:45][C:30](=[O:31])[NH:32][C@@H:33]([CH:37]1[CH2:38][CH2:39][CH2:40][CH2:41][CH2:42]1)[C:34]([N:1]1[CH2:5][CH2:4][CH2:3][C@H:2]1[C:6]1[CH:11]=[CH:53][N:52]=[C:51]([N:57]2[C:58]3[C:59](=[CH:68][CH:64]=[CH:65][CH:66]=3)[CH2:61][CH2:62]2)[CH:7]=1)=[O:36])([CH3:7])([CH3:11])[CH3:2]. The catalyst class is: 25.